This data is from HIV replication inhibition screening data with 41,000+ compounds from the AIDS Antiviral Screen. The task is: Binary Classification. Given a drug SMILES string, predict its activity (active/inactive) in a high-throughput screening assay against a specified biological target. (1) The drug is CC(=O)NCCCCCCNC(C)=O. The result is 0 (inactive). (2) The compound is CCOC(=O)C1C2c3ccccc3C(c3ccccc32)C1C(=O)OCC. The result is 0 (inactive). (3) The drug is O=C(O)c1c2c(nc3ccccc13)CCC2. The result is 0 (inactive).